Dataset: Catalyst prediction with 721,799 reactions and 888 catalyst types from USPTO. Task: Predict which catalyst facilitates the given reaction. Reactant: [Cl:1][C:2]1[CH:3]=[N:4][CH:5]=[C:6]([Cl:15])[C:7]=1[N:8]1[CH:12]=[CH:11][CH:10]=[C:9]1[CH:13]=[O:14].[Br:16]N1C(=O)CCC1=O.O. Product: [Br:16][C:11]1[CH:10]=[C:9]([CH:13]=[O:14])[N:8]([C:7]2[C:2]([Cl:1])=[CH:3][N:4]=[CH:5][C:6]=2[Cl:15])[CH:12]=1. The catalyst class is: 9.